Dataset: Full USPTO retrosynthesis dataset with 1.9M reactions from patents (1976-2016). Task: Predict the reactants needed to synthesize the given product. The reactants are: [NH2:1][C@H:2]([C:5]1[N:6]([C:17]2[CH:22]=[CH:21][CH:20]=[CH:19][CH:18]=2)[C:7](=[O:16])[C:8]2[C:13]([CH:14]=1)=[CH:12][CH:11]=[CH:10][C:9]=2[Cl:15])[CH2:3][CH3:4].Cl[C:24]1[N:29]=[CH:28][N:27]=[C:26]([NH2:30])[C:25]=1[C:31]1[O:35][N:34]=[C:33]([CH3:36])[N:32]=1.CCN(C(C)C)C(C)C. Given the product [NH2:30][C:26]1[N:27]=[CH:28][N:29]=[C:24]([NH:1][C@H:2]([C:5]2[N:6]([C:17]3[CH:22]=[CH:21][CH:20]=[CH:19][CH:18]=3)[C:7](=[O:16])[C:8]3[C:13]([CH:14]=2)=[CH:12][CH:11]=[CH:10][C:9]=3[Cl:15])[CH2:3][CH3:4])[C:25]=1[C:31]1[O:35][N:34]=[C:33]([CH3:36])[N:32]=1, predict the reactants needed to synthesize it.